Dataset: Catalyst prediction with 721,799 reactions and 888 catalyst types from USPTO. Task: Predict which catalyst facilitates the given reaction. (1) Reactant: [CH3:1][CH:2]1[CH2:7][CH2:6][CH2:5][CH2:4][CH:3]1[NH:8][C:9](=[O:14])[CH2:10][C:11](=[O:13])[CH3:12].CO[CH:17](OC)[N:18]([CH3:20])[CH3:19]. Product: [CH3:17][N:18]([CH:20]=[C:10]([C:11](=[O:13])[CH3:12])[C:9]([NH:8][CH:3]1[CH2:4][CH2:5][CH2:6][CH2:7][CH:2]1[CH3:1])=[O:14])[CH3:19]. The catalyst class is: 9. (2) Reactant: [CH2:1]([N:8]1[CH2:13][CH2:12][CH2:11][C@@H:10]([NH:14][C:15]2[CH:22]=[CH:21][C:18]([CH:19]=O)=[CH:17][N:16]=2)[CH2:9]1)[C:2]1[CH:7]=[CH:6][CH:5]=[CH:4][CH:3]=1.[C:23]([CH:28]=P(C1C=CC=CC=1)(C1C=CC=CC=1)C1C=CC=CC=1)([O:25][CH2:26][CH3:27])=[O:24]. Product: [CH2:1]([N:8]1[CH2:13][CH2:12][CH2:11][C@@H:10]([NH:14][C:15]2[N:16]=[CH:17][C:18](/[CH:19]=[CH:28]/[C:23]([O:25][CH2:26][CH3:27])=[O:24])=[CH:21][CH:22]=2)[CH2:9]1)[C:2]1[CH:7]=[CH:6][CH:5]=[CH:4][CH:3]=1. The catalyst class is: 7.